This data is from Full USPTO retrosynthesis dataset with 1.9M reactions from patents (1976-2016). The task is: Predict the reactants needed to synthesize the given product. (1) Given the product [F:25][C:23]1([F:26])[O:22][C:21]2[CH:27]=[CH:28][C:18]([NH:17][C:15]([C:14]3[S:13][CH:12]=[N:11][C:10]=3[NH:9][CH2:8][C:6]3[CH:5]=[CH:4][N:3]=[C:2]([NH:31][CH3:30])[CH:7]=3)=[O:16])=[CH:19][C:20]=2[O:24]1, predict the reactants needed to synthesize it. The reactants are: Cl[C:2]1[CH:7]=[C:6]([CH2:8][NH:9][C:10]2[N:11]=[CH:12][S:13][C:14]=2[C:15]([NH:17][C:18]2[CH:28]=[CH:27][C:21]3[O:22][C:23]([F:26])([F:25])[O:24][C:20]=3[CH:19]=2)=[O:16])[CH:5]=[CH:4][N:3]=1.Cl.[CH3:30][NH2:31]. (2) Given the product [C:32]([C:29]1[CH:28]=[CH:27][C:26]([N:25]([C:22]2[CH:23]=[CH:24][C:19]([C:15]([CH3:18])([CH3:17])[CH3:16])=[CH:20][CH:21]=2)[C:40]2[CH:41]=[CH:42][C:37]([Br:36])=[CH:38][CH:39]=2)=[CH:31][CH:30]=1)([CH3:35])([CH3:34])[CH3:33], predict the reactants needed to synthesize it. The reactants are: CC1C=CC=CC=1C.CC(C)([O-])C.[Na+].[C:15]([C:19]1[CH:24]=[CH:23][C:22]([NH:25][C:26]2[CH:31]=[CH:30][C:29]([C:32]([CH3:35])([CH3:34])[CH3:33])=[CH:28][CH:27]=2)=[CH:21][CH:20]=1)([CH3:18])([CH3:17])[CH3:16].[Br:36][C:37]1[CH:42]=[CH:41][C:40](I)=[CH:39][CH:38]=1. (3) Given the product [Cl:27][C:19]1[C:20]([C:23]([NH:25][CH3:26])=[O:24])=[N:21][CH:22]=[C:17]([NH:16][C:12]2[N:11]=[C:10]([N:4]3[CH2:5][C@H:6]4[N:9]([C:32]([C@@H:30]5[CH2:31][C:29]5([F:35])[F:28])=[O:33])[C@H:2]([CH2:8][CH2:7]4)[CH2:3]3)[CH:15]=[CH:14][N:13]=2)[CH:18]=1, predict the reactants needed to synthesize it. The reactants are: Cl.[C@@H:2]12[NH:9][C@@H:6]([CH2:7][CH2:8]1)[CH2:5][N:4]([C:10]1[CH:15]=[CH:14][N:13]=[C:12]([NH:16][C:17]3[CH:18]=[C:19]([Cl:27])[C:20]([C:23]([NH:25][CH3:26])=[O:24])=[N:21][CH:22]=3)[N:11]=1)[CH2:3]2.[F:28][C:29]1([F:35])[CH2:31][C@H:30]1[C:32](O)=[O:33]. (4) Given the product [F:53][C:54]([F:58])([F:57])[C:55]([OH:24])=[O:56].[CH3:43][N:41]([CH3:42])[C:39]1[CH:40]=[C:35]([NH:34][C:2]2[N:7]=[C:6]([C:8]3[S:12][C:11]([CH:13]([CH3:15])[CH3:14])=[N:10][C:9]=3[C:16]3[CH:17]=[C:18]([NH:22][S:23]([C:26]4[C:31]([F:32])=[CH:30][CH:29]=[CH:28][C:27]=4[F:33])(=[O:25])=[O:24])[CH:19]=[CH:20][CH:21]=3)[CH:5]=[CH:4][N:3]=2)[CH:36]=[CH:37][C:38]=1[O:44][CH3:45], predict the reactants needed to synthesize it. The reactants are: Cl[C:2]1[N:7]=[C:6]([C:8]2[S:12][C:11]([CH:13]([CH3:15])[CH3:14])=[N:10][C:9]=2[C:16]2[CH:17]=[C:18]([NH:22][S:23]([C:26]3[C:31]([F:32])=[CH:30][CH:29]=[CH:28][C:27]=3[F:33])(=[O:25])=[O:24])[CH:19]=[CH:20][CH:21]=2)[CH:5]=[CH:4][N:3]=1.[NH2:34][C:35]1[CH:36]=[CH:37][C:38]([O:44][CH3:45])=[C:39]([N:41]([CH3:43])[CH3:42])[CH:40]=1.Cl.O1CCOCC1.[F:53][C:54]([F:58])([F:57])[CH2:55][OH:56]. (5) Given the product [CH2:1]([C:3]1[CH:9]=[CH:8][CH:7]=[CH:6][C:4]=1[NH:5][CH2:10][CH:11]([CH3:14])[CH3:12])[CH3:2], predict the reactants needed to synthesize it. The reactants are: [CH2:1]([C:3]1[CH:9]=[CH:8][CH:7]=[CH:6][C:4]=1[NH2:5])[CH3:2].[CH3:10][CH:11]([CH3:14])[CH2:12]O.[I-].[K+].